This data is from Forward reaction prediction with 1.9M reactions from USPTO patents (1976-2016). The task is: Predict the product of the given reaction. (1) Given the reactants [CH2:1]([O:3][C:4](=[O:31])[CH:5]=[CH:6][C:7]1[CH:8]=[N:9][CH:10]=[CH:11][C:12]=1[N:13]1[CH2:18][CH2:17][CH:16]([CH2:19][O:20][C:21]2[CH:30]=[C:29]3[C:24]([CH2:25][CH2:26][NH:27][CH2:28]3)=[CH:23][CH:22]=2)[CH2:15][CH2:14]1)[CH3:2].C(N(C(C)C)CC)(C)C.[ClH:41].[N:42]1([C:47](N)=[NH:48])C=CC=N1, predict the reaction product. The product is: [ClH:41].[ClH:41].[CH2:1]([O:3][C:4](=[O:31])[CH:5]=[CH:6][C:7]1[CH:8]=[N:9][CH:10]=[CH:11][C:12]=1[N:13]1[CH2:18][CH2:17][CH:16]([CH2:19][O:20][C:21]2[CH:30]=[C:29]3[C:24]([CH2:25][CH2:26][N:27]([C:47](=[NH:42])[NH2:48])[CH2:28]3)=[CH:23][CH:22]=2)[CH2:15][CH2:14]1)[CH3:2]. (2) Given the reactants [NH2:1][C:2]1[C:3]([F:24])=[C:4]([C:8]2[N:9]=[C:10]([C:20]([CH3:23])([CH3:22])[CH3:21])[S:11][C:12]=2[C:13]2[CH:18]=[CH:17][N:16]=[C:15]([NH2:19])[N:14]=2)[CH:5]=[CH:6][CH:7]=1.N1[CH:30]=[CH:29]C=CC=1.[CH:31]1([S:37](Cl)(=[O:39])=[O:38])[CH2:36][CH2:35][CH2:34][CH2:33][CH2:32]1, predict the reaction product. The product is: [NH2:19][C:15]1[N:14]=[C:13]([C:12]2[S:11][C:10]([C:20]([CH3:21])([CH3:23])[CH3:22])=[N:9][C:8]=2[C:4]2[C:3]([F:24])=[C:2]([NH:1][S:37]([CH:31]3[CH2:36][CH2:35][CH2:34][CH2:33][CH2:32]3)(=[O:39])=[O:38])[CH:7]=[CH:6][CH:5]=2)[CH:18]=[CH:17][N:16]=1.[CH2:29]([O:38][CH2:20][CH3:23])[CH3:30]. (3) Given the reactants [C:1]([C:5]1[CH:23]=[CH:22][C:8]2[O:9][C:10]3[C:17]([C:18]([F:21])([F:20])[F:19])=[CH:16][CH:15]=[CH:14][C:11]=3[CH:12]=[N:13][C:7]=2[CH:6]=1)([CH3:4])([CH3:3])[CH3:2].[CH3:24]/[C:25](/[C:28]([CH3:30])=O)=[N:26]\O, predict the reaction product. The product is: [C:1]([C:5]1[CH:23]=[CH:22][C:8]2[O:9][C:10]3[C:17]([C:18]([F:19])([F:20])[F:21])=[CH:16][CH:15]=[CH:14][C:11]=3[C:12]3[N:13]([C:28]([CH3:30])=[C:25]([CH3:24])[N:26]=3)[C:7]=2[CH:6]=1)([CH3:4])([CH3:2])[CH3:3]. (4) Given the reactants [CH2:1]([O:3][C:4]1[CH:9]=[CH:8][CH:7]=[CH:6][CH:5]=1)[CH3:2].[Cl-].[Al+3].[Cl-].[Cl-].[Cl:14][C:15]1[CH:23]=[CH:22][C:21]([I:24])=[CH:20][C:16]=1[C:17](Cl)=O.C[SiH](O)C.C[Si](C)(C)C.C[Si](O)(C)C, predict the reaction product. The product is: [Cl:14][C:15]1[CH:23]=[CH:22][C:21]([I:24])=[CH:20][C:16]=1[CH2:17][C:7]1[CH:8]=[CH:9][C:4]([O:3][CH2:1][CH3:2])=[CH:5][CH:6]=1. (5) Given the reactants [CH:1]1([C:4]2[N:5]=[CH:6][C:7]([C:15]([OH:17])=O)=[N:8][C:9]=2[O:10][CH2:11][CH:12]2[CH2:14][CH2:13]2)[CH2:3][CH2:2]1.Cl.[NH2:19][C@@H:20]([CH2:25][CH:26]([CH3:28])[CH3:27])[C:21]([NH:23][CH3:24])=[O:22], predict the reaction product. The product is: [CH3:27][CH:26]([CH3:28])[CH2:25][C@H:20]([NH:19][C:15]([C:7]1[CH:6]=[N:5][C:4]([CH:1]2[CH2:2][CH2:3]2)=[C:9]([O:10][CH2:11][CH:12]2[CH2:13][CH2:14]2)[N:8]=1)=[O:17])[C:21](=[O:22])[NH:23][CH3:24].